From a dataset of Full USPTO retrosynthesis dataset with 1.9M reactions from patents (1976-2016). Predict the reactants needed to synthesize the given product. (1) Given the product [Cl:11][C:10]1[N:12]=[C:13]([O:7][CH3:6])[N:15]=[C:16]([O:4][CH3:1])[N:9]=1, predict the reactants needed to synthesize it. The reactants are: [C:1](=[O:4])([O-])O.[Na+].[CH3:6][OH:7].O.[N:9]1[C:16](Cl)=[N:15][C:13](Cl)=[N:12][C:10]=1[Cl:11]. (2) Given the product [CH2:21]([O:13][C:12](=[O:14])[CH2:11][C:8]1[CH:9]=[CH:10][C:5]([C:1]([CH3:4])([CH3:2])[CH3:3])=[CH:6][CH:7]=1)[C:22]1[CH:27]=[CH:26][CH:25]=[CH:24][CH:23]=1, predict the reactants needed to synthesize it. The reactants are: [C:1]([C:5]1[CH:10]=[CH:9][C:8]([CH2:11][C:12]([OH:14])=[O:13])=[CH:7][CH:6]=1)([CH3:4])([CH3:3])[CH3:2].C([O-])([O-])=O.[Cs+].[Cs+].[CH2:21](Br)[C:22]1[CH:27]=[CH:26][CH:25]=[CH:24][CH:23]=1. (3) Given the product [C:1]([C:3]12[CH2:18][C:17]([CH3:22])([C:19]([F:31])=[O:20])[CH:10]([C:11]3[CH:12]=[CH:13][CH:14]=[CH:15][C:16]=31)[C:9]1[C:4]2=[CH:5][CH:6]=[CH:7][CH:8]=1)#[N:2], predict the reactants needed to synthesize it. The reactants are: [C:1]([C:3]12[CH2:18][C:17]([CH3:22])([C:19](O)=[O:20])[CH:10]([C:11]3[CH:12]=[CH:13][CH:14]=[CH:15][C:16]=31)[C:9]1[C:4]2=[CH:5][CH:6]=[CH:7][CH:8]=1)#[N:2].N1C=CC=CC=1.N1C(F)=NC(F)=NC=1[F:31]. (4) Given the product [CH2:23]([C@H:2]1[NH:1][C:26](=[O:28])[N:5]([C:6]2[CH:7]=[N:8][C:9]([O:12][C:13]3[CH:18]=[CH:17][C:16]([CH3:19])=[C:15]([O:20][CH2:21][CH3:22])[CH:14]=3)=[N:10][CH:11]=2)[C:3]1=[O:4])[CH3:24], predict the reactants needed to synthesize it. The reactants are: [NH2:1][C@H:2]([CH2:23][CH3:24])[C:3]([NH:5][C:6]1[CH:7]=[N:8][C:9]([O:12][C:13]2[CH:18]=[CH:17][C:16]([CH3:19])=[C:15]([O:20][CH2:21][CH3:22])[CH:14]=2)=[N:10][CH:11]=1)=[O:4].Cl[C:26](Cl)([O:28]C(=O)OC(Cl)(Cl)Cl)Cl. (5) Given the product [Cl:29][C:24]1[CH:25]=[CH:26][CH:27]=[C:28]([Ge:34]([CH3:37])([CH3:36])[CH3:33])[C:23]=1[C:22]([N:21]([CH2:19][CH3:20])[CH2:31][CH3:32])=[O:30], predict the reactants needed to synthesize it. The reactants are: [Li]C(CC)C.C1CCCCC1.C(=O)=O.CC(C)=O.[CH2:19]([N:21]([CH2:31][CH3:32])[C:22](=[O:30])[C:23]1[CH:28]=[CH:27][CH:26]=[CH:25][C:24]=1[Cl:29])[CH3:20].[CH3:33][Ge:34]([CH3:37])([CH3:36])Cl. (6) Given the product [NH2:10][CH2:11][C:12]1([C:18]([O:20][CH2:21][CH3:22])=[O:19])[CH2:17][CH2:16][N:15]([C:24]2[C:25]3[CH:32]=[CH:31][NH:30][C:26]=3[N:27]=[CH:28][N:29]=2)[CH2:14][CH2:13]1, predict the reactants needed to synthesize it. The reactants are: C(N(C(C)C)C(C)C)C.[NH2:10][CH2:11][C:12]1([C:18]([O:20][CH2:21][CH3:22])=[O:19])[CH2:17][CH2:16][NH:15][CH2:14][CH2:13]1.Cl[C:24]1[C:25]2[CH:32]=[CH:31][NH:30][C:26]=2[N:27]=[CH:28][N:29]=1.